From a dataset of Full USPTO retrosynthesis dataset with 1.9M reactions from patents (1976-2016). Predict the reactants needed to synthesize the given product. (1) Given the product [N:1]1([CH2:6][CH2:7][CH2:8][CH2:9][CH2:10][CH2:11][CH2:12][NH2:13])[CH:5]=[CH:4][N:3]=[CH:2]1, predict the reactants needed to synthesize it. The reactants are: [N:1]1([CH2:6][CH2:7][CH2:8][CH2:9][CH2:10][CH2:11][C:12]#[N:13])[CH:5]=[CH:4][N:3]=[CH:2]1. (2) Given the product [CH:22]([C:14]1[CH:15]=[CH:16][CH:17]=[C:18]([CH:19]([CH3:21])[CH3:20])[C:13]=1[N:9]1[CH:10]=[CH:11][N:12]=[C:8]1[C:4]1[CH:3]=[C:2]([N:36]2[C:37]3[CH:25]=[C:26]([C:38]#[N:39])[CH:27]=[CH:28][C:29]=3[C:30]3[C:35]2=[CH:34][CH:33]=[CH:32][CH:31]=3)[CH:7]=[CH:6][CH:5]=1)([CH3:24])[CH3:23], predict the reactants needed to synthesize it. The reactants are: Br[C:2]1[CH:3]=[C:4]([C:8]2[N:9]([C:13]3[C:18]([CH:19]([CH3:21])[CH3:20])=[CH:17][CH:16]=[CH:15][C:14]=3[CH:22]([CH3:24])[CH3:23])[CH:10]=[CH:11][N:12]=2)[CH:5]=[CH:6][CH:7]=1.[CH:25]1[C:37]2[NH:36][C:35]3[C:30](=[CH:31][CH:32]=[CH:33][CH:34]=3)[C:29]=2[CH:28]=[CH:27][C:26]=1[C:38]#[N:39].C1(P(C2CCCCC2)C2C=CC=CC=2C2C(OC)=CC=CC=2OC)CCCCC1.[O-]P([O-])([O-])=O.[K+].[K+].[K+]. (3) Given the product [Br:1][C:2]1[C:10]([CH3:11])=[CH:9][CH:8]=[CH:7][C:3]=1[C:4]([N:40]1[CH2:41][CH2:42][O:43][C:38]([CH3:44])([CH3:37])[CH2:39]1)=[O:6], predict the reactants needed to synthesize it. The reactants are: [Br:1][C:2]1[C:10]([CH3:11])=[CH:9][CH:8]=[CH:7][C:3]=1[C:4]([OH:6])=O.CN(C(ON1N=NC2C=CC=NC1=2)=[N+](C)C)C.F[P-](F)(F)(F)(F)F.Cl.[CH3:37][C:38]1([CH3:44])[O:43][CH2:42][CH2:41][NH:40][CH2:39]1.[Cl-].[NH4+]. (4) Given the product [OH:1][C@@H:2]([CH2:6][CH:7]([CH3:9])[CH3:8])[C:3]([O:5][CH3:10])=[O:4], predict the reactants needed to synthesize it. The reactants are: [OH:1][C@@H:2]([CH2:6][CH:7]([CH3:9])[CH3:8])[C:3]([OH:5])=[O:4].[CH3:10]O. (5) Given the product [NH2:1][C:2]1[C:9]([O:10][CH2:11][CH2:12][C:13]2[CH:18]=[CH:17][CH:16]=[CH:15][N:14]=2)=[CH:8][C:7]([O:19][C@@H:36]([CH3:37])[CH2:35][O:34][CH3:33])=[CH:6][C:3]=1[C:4]#[N:5], predict the reactants needed to synthesize it. The reactants are: [NH2:1][C:2]1[C:9]([O:10][CH2:11][CH2:12][C:13]2[CH:18]=[CH:17][CH:16]=[CH:15][N:14]=2)=[CH:8][C:7]([OH:19])=[CH:6][C:3]=1[C:4]#[N:5].C(P(CCCC)CCCC)CCC.[CH3:33][O:34][CH2:35][C@H:36](O)[CH3:37].N(C(N1CCCCC1)=O)=NC(N1CCCCC1)=O. (6) Given the product [ClH:41].[ClH:41].[CH3:39][C:37]1[CH:36]=[CH:35][N:34]=[C:33]([NH:32][C:28]2[N:27]=[C:26]([C:23]3[S:22][C:21]([N:18]4[CH2:17][CH2:16][CH:15]([CH2:14][C:13]([OH:40])=[O:12])[CH2:20][CH2:19]4)=[N:25][CH:24]=3)[CH:31]=[CH:30][CH:29]=2)[CH:38]=1, predict the reactants needed to synthesize it. The reactants are: FC(F)(F)C(O)=O.C([O:12][C:13](=[O:40])[CH2:14][CH:15]1[CH2:20][CH2:19][N:18]([C:21]2[S:22][C:23]([C:26]3[CH:31]=[CH:30][CH:29]=[C:28]([NH:32][C:33]4[CH:38]=[C:37]([CH3:39])[CH:36]=[CH:35][N:34]=4)[N:27]=3)=[CH:24][N:25]=2)[CH2:17][CH2:16]1)(C)(C)C.[ClH:41].C(OCC)(=O)C. (7) Given the product [C:1]([O:5][C:6](=[O:27])[N:7]([CH:9]1[CH2:14][CH2:13][N:12]([C:15]2[N:16]=[C:17]3[S:28][C:29]([C:30](=[O:31])[NH2:32])=[C:24]([NH2:25])[C:18]3=[C:19]([CH:21]([F:23])[F:22])[CH:20]=2)[CH2:11][CH2:10]1)[CH3:8])([CH3:4])([CH3:3])[CH3:2], predict the reactants needed to synthesize it. The reactants are: [C:1]([O:5][C:6](=[O:27])[N:7]([CH:9]1[CH2:14][CH2:13][N:12]([C:15]2[CH:20]=[C:19]([CH:21]([F:23])[F:22])[C:18]([C:24]#[N:25])=[C:17](Cl)[N:16]=2)[CH2:11][CH2:10]1)[CH3:8])([CH3:4])([CH3:3])[CH3:2].[SH:28][CH2:29][C:30]([NH2:32])=[O:31].